This data is from Forward reaction prediction with 1.9M reactions from USPTO patents (1976-2016). The task is: Predict the product of the given reaction. (1) Given the reactants [C:1]1([CH3:10])[CH:6]=[CH:5][CH:4]=[C:3]([C:7](=[O:9])[CH3:8])[CH:2]=1.[Br:11]Br.CCOCC, predict the reaction product. The product is: [Br:11][CH2:8][C:7]([C:3]1[CH:2]=[C:1]([CH3:10])[CH:6]=[CH:5][CH:4]=1)=[O:9]. (2) Given the reactants [C:1]([N:8]1[CH2:16][CH2:15][CH:11]([C:12]([OH:14])=O)[CH2:10][CH2:9]1)([O:3][C:4]([CH3:7])([CH3:6])[CH3:5])=[O:2].CN(C(ON1N=[N:32][C:27]2C=[CH:29][CH:30]=[CH:31][C:26]1=2)=[N+](C)C)C.[B-](F)(F)(F)F.N1CCCCC1, predict the reaction product. The product is: [C:4]([O:3][C:1]([N:8]1[CH2:9][CH2:10][CH:11]([C:12]([N:32]2[CH2:29][CH2:30][CH2:31][CH2:26][CH2:27]2)=[O:14])[CH2:15][CH2:16]1)=[O:2])([CH3:5])([CH3:6])[CH3:7]. (3) Given the reactants Br[C:2]1[CH:9]=[CH:8][C:5]([C:6]#[N:7])=[C:4]([O:10][CH3:11])[CH:3]=1.[F:12][C:13]([F:24])([F:23])[C:14]1[CH:19]=[CH:18][C:17](B(O)O)=[CH:16][CH:15]=1.[F-].[K+], predict the reaction product. The product is: [CH3:11][O:10][C:4]1[CH:3]=[C:2]([C:17]2[CH:18]=[CH:19][C:14]([C:13]([F:24])([F:23])[F:12])=[CH:15][CH:16]=2)[CH:9]=[CH:8][C:5]=1[C:6]#[N:7]. (4) Given the reactants [CH3:1][S:2][C:3]1[CH:8]=[CH:7][CH:6]=[CH:5][C:4]=1[OH:9].CC(C)([O-])C.[K+].Cl[C:17]1[N:18]=[N+:19]([O-:24])[C:20]([Cl:23])=[CH:21][CH:22]=1.O, predict the reaction product. The product is: [Cl:23][C:20]1[N+:19]([O-:24])=[N:18][C:17]([O:9][C:4]2[CH:5]=[CH:6][CH:7]=[CH:8][C:3]=2[S:2][CH3:1])=[CH:22][CH:21]=1. (5) Given the reactants [Si]([O:8][CH2:9][CH2:10][N:11]([CH:44]1[CH2:46][CH2:45]1)[C:12]([C:14]1[C:19]([O:20][CH2:21][C:22]2[CH:27]=[CH:26][CH:25]=[CH:24][CH:23]=2)=[C:18]([OH:28])[N:17]=[C:16]([CH2:29][C:30]2([N:35]3[C:39]4=[N:40][CH:41]=[CH:42][CH:43]=[C:38]4[CH:37]=[CH:36]3)[CH2:34][CH2:33][CH2:32][CH2:31]2)[N:15]=1)=[O:13])(C(C)(C)C)(C)C.[F-].C([N+](CCCC)(CCCC)CCCC)CCC, predict the reaction product. The product is: [CH:44]1([N:11]([CH2:10][CH2:9][OH:8])[C:12]([C:14]2[C:19]([O:20][CH2:21][C:22]3[CH:23]=[CH:24][CH:25]=[CH:26][CH:27]=3)=[C:18]([OH:28])[N:17]=[C:16]([CH2:29][C:30]3([N:35]4[C:39]5=[N:40][CH:41]=[CH:42][CH:43]=[C:38]5[CH:37]=[CH:36]4)[CH2:34][CH2:33][CH2:32][CH2:31]3)[N:15]=2)=[O:13])[CH2:46][CH2:45]1. (6) Given the reactants S(S([O-])=O)([O-])=O.[Na+].[Na+].[F:9][C:10]1[CH:11]=[C:12]([CH2:16][CH2:17][C:18]2[O:22][C:21]([C:23]3[CH:24]=[CH:25][C:26]([N+:38]([O-])=O)=[C:27]([CH:37]=3)[NH:28][C:29]3[CH:34]=[CH:33][C:32]([O:35][CH3:36])=[CH:31][CH:30]=3)=[N:20][N:19]=2)[CH:13]=[CH:14][CH:15]=1.O1CCCC1.C(=O)([O-])O.[Na+], predict the reaction product. The product is: [F:9][C:10]1[CH:11]=[C:12]([CH2:16][CH2:17][C:18]2[O:22][C:21]([C:23]3[CH:37]=[C:27]([NH:28][C:29]4[CH:30]=[CH:31][C:32]([O:35][CH3:36])=[CH:33][CH:34]=4)[C:26]([NH2:38])=[CH:25][CH:24]=3)=[N:20][N:19]=2)[CH:13]=[CH:14][CH:15]=1. (7) The product is: [C:1]([O-:4])([O-:3])=[O:2].[K+:5].[K+:5].[C:1](=[O:3])=[O:2]. Given the reactants [C:1]([O-:4])([O-:3])=[O:2].[K+:5].[K+], predict the reaction product. (8) Given the reactants [Cl:1][C:2]1[CH:7]=[CH:6][C:5]([C:8]2[CH:13]=[CH:12][C:11]([CH2:14][S:15][CH:16]([CH2:20][CH2:21][OH:22])[C:17]([Na])=[O:18])=[CH:10][CH:9]=2)=[CH:4][CH:3]=1.C(=O)(O)[O-].[Na+].C1OCCOCCOCCOCCOCC[O:30]C1.[CH2:46](Br)[CH:47]=[CH2:48], predict the reaction product. The product is: [CH2:46]([O:18][C:17](=[O:30])[CH:16]([S:15][CH2:14][C:11]1[CH:12]=[CH:13][C:8]([C:5]2[CH:6]=[CH:7][C:2]([Cl:1])=[CH:3][CH:4]=2)=[CH:9][CH:10]=1)[CH2:20][CH2:21][OH:22])[CH:47]=[CH2:48]. (9) Given the reactants N1N=C(C2C=CC=CC=2C(N2CC3CN(C(OC(C)(C)C)=O)CC3C2)=O)NC=1.[CH3:29][C:30]1[CH:35]=[C:34]([CH3:36])[N:33]=[C:32]([N:37]2[CH2:44][CH:43]3[CH:39]([CH2:40][NH:41][CH2:42]3)[CH2:38]2)[N:31]=1.CC(O)=O.C(OC(N1CC2C(CNC2)C1)=O)(C)(C)C.[F:64][C:65]1[C:66]([C:74]2[N:78]=[CH:77][NH:76][N:75]=2)=[C:67]([CH:71]=[CH:72][CH:73]=1)[C:68](O)=[O:69].N1N=C(C2C=CC=CC=2C(O)=O)NC=1, predict the reaction product. The product is: [CH3:29][C:30]1[CH:35]=[C:34]([CH3:36])[N:33]=[C:32]([N:37]2[CH2:44][CH:43]3[CH:39]([CH2:40][N:41]([C:68]([C:67]4[CH:71]=[CH:72][CH:73]=[C:65]([F:64])[C:66]=4[C:74]4[NH:75][N:76]=[CH:77][N:78]=4)=[O:69])[CH2:42]3)[CH2:38]2)[N:31]=1.